From a dataset of Peptide-MHC class I binding affinity with 185,985 pairs from IEDB/IMGT. Regression. Given a peptide amino acid sequence and an MHC pseudo amino acid sequence, predict their binding affinity value. This is MHC class I binding data. (1) The peptide sequence is FVGLALLTL. The MHC is HLA-B27:05 with pseudo-sequence HLA-B27:05. The binding affinity (normalized) is 0. (2) The peptide sequence is FMDPGIFPR. The MHC is HLA-A02:19 with pseudo-sequence HLA-A02:19. The binding affinity (normalized) is 0.0847. (3) The binding affinity (normalized) is 0.197. The peptide sequence is LINLVQYRI. The MHC is HLA-A02:01 with pseudo-sequence HLA-A02:01. (4) The peptide sequence is ILNSDDEQA. The MHC is HLA-B18:01 with pseudo-sequence HLA-B18:01. The binding affinity (normalized) is 0.0847.